This data is from Catalyst prediction with 721,799 reactions and 888 catalyst types from USPTO. The task is: Predict which catalyst facilitates the given reaction. (1) Reactant: C(OP(O[CH2:10][C:11]1[O:15][N:14]=[C:13]([C:16]([O:18][CH2:19][CH3:20])=[O:17])[CH:12]=1)(OCC)=O)C.[CH3:21][C:22]1[CH:23]=[C:24](B(O)O)[CH:25]=[CH:26][CH:27]=1.C(=O)([O-])[O-].[K+].[K+].C1(P(C2C=CC=CC=2)C2C=CC=CC=2)C=CC=CC=1. Product: [CH3:21][C:22]1[CH:27]=[C:26]([CH:25]=[CH:24][CH:23]=1)[CH2:10][C:11]1[O:15][N:14]=[C:13]([C:16]([O:18][CH2:19][CH3:20])=[O:17])[CH:12]=1. The catalyst class is: 706. (2) Reactant: C1(P(C2C=CC=CC=2)C2C=CC=CC=2)C=CC=CC=1.[Br:20]Br.[Cl:22][C:23]1[CH:28]=[CH:27][C:26]([C@@H:29]([CH3:33])[CH2:30][CH2:31]O)=[CH:25][CH:24]=1. Product: [Br:20][CH2:31][CH2:30][C@@H:29]([C:26]1[CH:27]=[CH:28][C:23]([Cl:22])=[CH:24][CH:25]=1)[CH3:33]. The catalyst class is: 2. (3) Reactant: Br[C:2]1[CH:7]=[CH:6][N:5]=[C:4]2[CH:8]=[C:9]([C:11]([O:13][CH3:14])=[O:12])[S:10][C:3]=12.[F:15][C:16]1[CH:21]=[CH:20][C:19]([CH3:22])=[CH:18][C:17]=1[NH:23][C:24]([NH:26][C:27]1[CH:32]=[CH:31][C:30](B2OC(C)(C)C(C)(C)O2)=[CH:29][CH:28]=1)=[O:25].C([O-])([O-])=O.[Na+].[Na+].O. Product: [F:15][C:16]1[CH:21]=[CH:20][C:19]([CH3:22])=[CH:18][C:17]=1[NH:23][C:24]([NH:26][C:27]1[CH:28]=[CH:29][C:30]([C:2]2[CH:7]=[CH:6][N:5]=[C:4]3[CH:8]=[C:9]([C:11]([O:13][CH3:14])=[O:12])[S:10][C:3]=23)=[CH:31][CH:32]=1)=[O:25]. The catalyst class is: 184.